This data is from Forward reaction prediction with 1.9M reactions from USPTO patents (1976-2016). The task is: Predict the product of the given reaction. (1) Given the reactants [Cl:1][C:2]1[CH:3]=[CH:4][C:5]([S:9][C:10]2[CH:15]=[CH:14][C:13]([Cl:16])=[CH:12][CH:11]=2)=[C:6]([NH2:8])[CH:7]=1.[N:17]([O-])=O.[Na+].Cl[Sn]Cl.Cl, predict the reaction product. The product is: [ClH:1].[Cl:1][C:2]1[CH:3]=[CH:4][C:5]([S:9][C:10]2[CH:15]=[CH:14][C:13]([Cl:16])=[CH:12][CH:11]=2)=[C:6]([NH:8][NH2:17])[CH:7]=1. (2) The product is: [Cl:1][C:2]1[CH:3]=[C:4]([CH:20]=[C:21]([Cl:23])[CH:22]=1)[CH2:5][N:6]1[CH:10]=[CH:9][N:8]=[C:7]1[CH2:11][O:12][C:13]1[CH:14]=[C:15]([NH:19][C:39]([NH:38][C:32]2[CH:37]=[CH:36][CH:35]=[CH:34][CH:33]=2)=[O:40])[CH:16]=[CH:17][CH:18]=1. Given the reactants [Cl:1][C:2]1[CH:3]=[C:4]([CH:20]=[C:21]([Cl:23])[CH:22]=1)[CH2:5][N:6]1[CH:10]=[CH:9][N:8]=[C:7]1[CH2:11][O:12][C:13]1[CH:14]=[C:15]([NH2:19])[CH:16]=[CH:17][CH:18]=1.C(O)C(N)(CO)CO.[C:32]1([N:38]=[C:39]=[O:40])[CH:37]=[CH:36][CH:35]=[CH:34][CH:33]=1, predict the reaction product. (3) Given the reactants [NH2:1][CH2:2][C:3]([OH:5])=[O:4].[OH:6][C:7]([C:9]([F:12])([F:11])[F:10])=O.[CH2:13]1[CH2:18]CC(N=C=N[CH:13]2[CH2:18]CC[CH2:15][CH2:14]2)[CH2:15][CH2:14]1.C(O)C#CC, predict the reaction product. The product is: [F:10][C:9]([F:12])([F:11])[C:7]([NH:1][CH2:2][C:3]([O:5][CH2:18][C:13]#[C:14][CH3:15])=[O:4])=[O:6]. (4) Given the reactants [CH2:1]([O:8][N:9]1[C:15](=[O:16])[N:14]2[CH2:17][C@H:10]1[CH2:11][CH2:12][C@H:13]2[C:18]([O:20]CC=C)=[O:19])[C:2]1[CH:7]=[CH:6][CH:5]=[CH:4][CH:3]=1.C(C(CCCC)C([O-])=O)C.[Na+].C1(N)CCCCC1, predict the reaction product. The product is: [CH2:1]([O:8][N:9]1[C:15](=[O:16])[N:14]2[CH2:17][C@H:10]1[CH2:11][CH2:12][C@H:13]2[C:18]([OH:20])=[O:19])[C:2]1[CH:7]=[CH:6][CH:5]=[CH:4][CH:3]=1. (5) Given the reactants [Mg].II.CON(C)[C:7](=[O:19])[CH2:8][CH2:9][CH2:10][NH:11][C:12](=[O:18])[O:13][C:14]([CH3:17])([CH3:16])[CH3:15].[Cl-].[NH4+], predict the reaction product. The product is: [O:19]=[C:7]([CH2:10][CH2:9][CH:8]=[CH2:7])[CH2:8][CH2:9][CH2:10][NH:11][C:12](=[O:18])[O:13][C:14]([CH3:15])([CH3:16])[CH3:17]. (6) Given the reactants [CH2:1]1[CH2:5][O:4][CH2:3][CH2:2]1.[H-].[H-].[H-].[H-].[Li+].[Al+3].CC(O)=O.[CH2:16]([C:24]1[CH:25]=[C:26]2[C:31](=[CH:32][CH:33]=1)[CH:30]=CC=C2)[CH2:17][CH2:18][CH2:19][CH2:20][CH2:21][CH2:22][CH3:23], predict the reaction product. The product is: [OH:4][CH2:3][C:2]1[CH:1]=[CH:5][C:26]2[C:31](=[CH:32][CH:33]=[C:24]([CH2:16][CH2:17][CH2:18][CH2:19][CH2:20][CH2:21][CH2:22][CH3:23])[CH:25]=2)[CH:30]=1. (7) Given the reactants C([O:4][CH2:5][C:6](Cl)=[O:7])(=O)C.[CH3:9][C:10]1[CH:11]=[C:12]([NH:24][C:25]2[C:34]3[C:29](=[CH:30][CH:31]=[CH:32][C:33]=3[O:35][CH2:36][C@H:37]3[CH2:41][CH2:40][CH2:39][NH:38]3)[N:28]=[CH:27][N:26]=2)[CH:13]=[CH:14][C:15]=1[O:16][C:17]1[CH:18]=[N:19][C:20]([CH3:23])=[CH:21][CH:22]=1.C(N(CC)CC)C.N1CCCC1, predict the reaction product. The product is: [CH3:9][C:10]1[CH:11]=[C:12]([NH:24][C:25]2[C:34]3[C:29](=[CH:30][CH:31]=[CH:32][C:33]=3[O:35][CH2:36][C@H:37]3[CH2:41][CH2:40][CH2:39][N:38]3[C:5](=[O:4])[CH2:6][OH:7])[N:28]=[CH:27][N:26]=2)[CH:13]=[CH:14][C:15]=1[O:16][C:17]1[CH:18]=[N:19][C:20]([CH3:23])=[CH:21][CH:22]=1. (8) The product is: [CH3:18][C:13]([O:11][C:3]1[CH:4]=[CH:5][CH:6]=[C:7]([N+:8]([O-:10])=[O:9])[C:2]=1[CH3:1])([CH3:19])[C:14]([O:16][CH3:17])=[O:15]. Given the reactants [CH3:1][C:2]1[C:7]([N+:8]([O-:10])=[O:9])=[CH:6][CH:5]=[CH:4][C:3]=1[OH:11].Br[C:13]([CH3:19])([CH3:18])[C:14]([O:16][CH3:17])=[O:15].C(=O)([O-])[O-].[Cs+].[Cs+].C(=O)(O)[O-].[Na+], predict the reaction product. (9) Given the reactants [N:1](OCCCC)=[O:2].[N+:8]([C:11]1[CH:16]=[CH:15][CH:14]=[C:13]([CH3:17])[C:12]=1[CH3:18])([O-:10])=[O:9].CC(C)([O-])C.[K+].O, predict the reaction product. The product is: [CH3:17][C:13]1[CH:14]=[CH:15][CH:16]=[C:11]([N+:8]([O-:10])=[O:9])[C:12]=1[CH:18]=[N:1][OH:2]. (10) Given the reactants [CH3:1][O:2][C:3](=[O:32])/[CH:4]=[CH:5]/[C:6]1[CH:11]=[CH:10][C:9]([CH2:12][N:13]2[CH2:18][CH2:17][CH2:16][CH:15]([C:19]3[C:27]4[C:22](=[CH:23][CH:24]=[CH:25][CH:26]=4)[NH:21][C:20]=3[C:28]([CH3:30])=[CH2:29])[CH2:14]2)=[C:8]([F:31])[CH:7]=1, predict the reaction product. The product is: [CH3:1][O:2][C:3](=[O:32])[CH2:4][CH2:5][C:6]1[CH:11]=[CH:10][C:9]([CH2:12][N:13]2[CH2:18][CH2:17][CH2:16][CH:15]([C:19]3[C:27]4[C:22](=[CH:23][CH:24]=[CH:25][CH:26]=4)[NH:21][C:20]=3[CH:28]([CH3:29])[CH3:30])[CH2:14]2)=[C:8]([F:31])[CH:7]=1.